From a dataset of Catalyst prediction with 721,799 reactions and 888 catalyst types from USPTO. Predict which catalyst facilitates the given reaction. (1) Reactant: [NH2:1][C:2](=[O:26])[CH2:3][CH2:4][C:5]1[CH:6]=[C:7]([CH:23]=[CH:24][CH:25]=1)[C:8]([NH:10][C:11]1[CH:16]=[CH:15][CH:14]=[CH:13][C:12]=1/[CH:17]=[CH:18]/[C:19](OC)=[O:20])=[O:9].[NH2:27][OH:28].[OH-].[Na+]. Product: [NH2:1][C:2](=[O:26])[CH2:3][CH2:4][C:5]1[CH:6]=[C:7]([CH:23]=[CH:24][CH:25]=1)[C:8]([NH:10][C:11]1[CH:16]=[CH:15][CH:14]=[CH:13][C:12]=1/[CH:17]=[CH:18]/[C:19]([NH:27][OH:28])=[O:20])=[O:9]. The catalyst class is: 36. (2) Product: [CH3:1][C:2]1[CH-:3][C:4]2[C:9]([CH:10]=1)=[C:8]([C:11]1[CH:12]=[CH:13][CH:14]=[CH:15][CH:16]=1)[C:7]([CH3:17])=[CH:6][CH:5]=2.[Li+:18]. Reactant: [CH3:1][C:2]1[CH2:3][C:4]2[C:9]([CH:10]=1)=[C:8]([C:11]1[CH:16]=[CH:15][CH:14]=[CH:13][CH:12]=1)[C:7]([CH3:17])=[CH:6][CH:5]=2.[Li:18]CCCC. The catalyst class is: 605. (3) Reactant: [CH2:1]([O:3][C:4]1[C:5]([C:11]([N:13]2[CH2:18][CH2:17][CH2:16][CH2:15][C@H:14]2[CH2:19][C:20]2[N:21]=[C:22]3[C:27]([CH3:28])=[C:26]([CH3:29])[CH:25]=[CH:24][N:23]3[CH:30]=2)=[O:12])=[N:6][C:7]([CH3:10])=[CH:8][CH:9]=1)[CH3:2].[ClH:31]. Product: [ClH:31].[CH2:1]([O:3][C:4]1[C:5]([C:11]([N:13]2[CH2:18][CH2:17][CH2:16][CH2:15][C@H:14]2[CH2:19][C:20]2[N:21]=[C:22]3[C:27]([CH3:28])=[C:26]([CH3:29])[CH:25]=[CH:24][N:23]3[CH:30]=2)=[O:12])=[N:6][C:7]([CH3:10])=[CH:8][CH:9]=1)[CH3:2]. The catalyst class is: 28. (4) Reactant: C(OC(=O)[NH:7][C:8]1[CH:13]=[CH:12][C:11]([C:14]([N:16]2[CH2:22][C:21]3([CH3:24])[CH2:23][CH:17]2[CH2:18][C:19]([CH3:26])([CH3:25])[CH2:20]3)=[O:15])=[CH:10][CH:9]=1)(C)(C)C.[H-].[Na+].Cl[CH2:31][C:32]([N:34]1[CH2:39][CH2:38][O:37][CH2:36][CH2:35]1)=[O:33]. Product: [N:34]1([C:32](=[O:33])[CH2:31][NH:7][C:8]2[CH:9]=[CH:10][C:11]([C:14]([N:16]3[CH2:22][C:21]4([CH3:24])[CH2:23][CH:17]3[CH2:18][C:19]([CH3:26])([CH3:25])[CH2:20]4)=[O:15])=[CH:12][CH:13]=2)[CH2:39][CH2:38][O:37][CH2:36][CH2:35]1. The catalyst class is: 31. (5) Reactant: [F:1][C:2]([F:15])([F:14])[C:3]([C:5]1[C:13]2[C:8](=[N:9][CH:10]=[CH:11][CH:12]=2)[NH:7][CH:6]=1)=[O:4].C([O-])([O-])=O.[Cs+].[Cs+].[Cl:22][CH2:23][CH2:24][CH2:25]I. Product: [Cl:22][CH2:23][CH2:24][CH2:25][N:7]1[C:8]2=[N:9][CH:10]=[CH:11][CH:12]=[C:13]2[C:5]([C:3](=[O:4])[C:2]([F:1])([F:14])[F:15])=[CH:6]1. The catalyst class is: 23. (6) Reactant: Br[C:2]1[C:3]([C:8]([NH2:10])=O)=[N:4][N:5]([CH3:7])[CH:6]=1.CN(C=O)C.S(Cl)(Cl)=O.[Cl:20][C:21]1[C:26]([F:27])=[CH:25][CH:24]=[C:23]([O:28][CH3:29])[C:22]=1[C@H:30]([C:32]1[C:40]2[C:35](=[N:36][CH:37]=[C:38](B3OC(C)(C)C(C)(C)O3)[CH:39]=2)[NH:34][CH:33]=1)[CH3:31].C([O-])([O-])=O.[K+].[K+].O. Product: [Cl:20][C:21]1[C:26]([F:27])=[CH:25][CH:24]=[C:23]([O:28][CH3:29])[C:22]=1[C@H:30]([C:32]1[C:40]2[C:35](=[N:36][CH:37]=[C:38]([C:2]3[C:3]([C:8]#[N:10])=[N:4][N:5]([CH3:7])[CH:6]=3)[CH:39]=2)[NH:34][CH:33]=1)[CH3:31]. The catalyst class is: 12. (7) Reactant: [CH2:1]([O:8][N:9]1[C:15](=[O:16])[N:14]2[CH2:17][C@H:10]1[CH2:11][CH2:12][C@@H:13]2[C:18]([OH:20])=O)[C:2]1[CH:7]=[CH:6][CH:5]=[CH:4][CH:3]=1.CCN=C=NCCCN(C)C.Cl.[CH:33]1[CH:34]=[CH:35][C:36]2[N:41](O)[N:40]=[N:39][C:37]=2C=1.[C:43]([O:47][C:48](N(C([C@@H]1CCCN1)=O)N)=[O:49])([CH3:46])([CH3:45])[CH3:44].C(N(CC)C(C)C)(C)C.C(O)(=O)CC(CC(O)=O)(C(O)=O)[OH:71]. Product: [C:43]([O:47][C:48]([N:41]1[CH2:33][CH2:34][CH2:35][C@H:36]1[C:37]([NH:39][NH:40][C:18]([C@H:13]1[CH2:12][CH2:11][C@@H:10]2[CH2:17][N:14]1[C:15](=[O:16])[N:9]2[O:8][CH2:1][C:2]1[CH:3]=[CH:4][CH:5]=[CH:6][CH:7]=1)=[O:20])=[O:71])=[O:49])([CH3:46])([CH3:45])[CH3:44]. The catalyst class is: 9. (8) Product: [CH3:87][N:46]([CH3:45])[C:47]([CH3:85])([CH3:86])[CH2:48][O:49][C:50]1[CH:51]=[CH:52][C:53]([CH2:54][CH2:55][CH2:56][NH:57][C:58]2[CH:63]=[C:62]([O:64][CH3:65])[CH:61]=[CH:60][C:59]=2[CH:66]2[CH2:75][CH2:74][C:73]3[CH:72]=[C:71]([OH:76])[CH:70]=[CH:69][C:68]=3[CH2:67]2)=[CH:83][CH:84]=1. The catalyst class is: 7. Reactant: C(NC1C=C(OC)C=CC=1C1CCC2C=C(OC(=O)C(C)(C)C)C=CC=2C1)C.CN(C)C(C)(C)COC1C=CC(C=O)=CC=1.[CH3:45][N:46]([CH3:87])[C:47]([CH3:86])([CH3:85])[CH2:48][O:49][C:50]1[CH:84]=[CH:83][C:53]([CH2:54][CH2:55][CH2:56][NH:57][C:58]2[CH:63]=[C:62]([O:64][CH3:65])[CH:61]=[CH:60][C:59]=2[CH:66]2[CH2:75][CH2:74][C:73]3[CH:72]=[C:71]([O:76]C(=O)C(C)(C)C)[CH:70]=[CH:69][C:68]=3[CH2:67]2)=[CH:52][CH:51]=1.[H-].[Al+3].[Li+].[H-].[H-].[H-].N.